Dataset: Forward reaction prediction with 1.9M reactions from USPTO patents (1976-2016). Task: Predict the product of the given reaction. (1) Given the reactants [CH3:1][O:2][C:3]1[C:8]([O:9][CH3:10])=[CH:7][CH:6]=[CH:5][C:4]=1[C@@H:11]1[C:17]2[CH:18]=[C:19]([C:22]([F:25])([F:24])[F:23])[CH:20]=[CH:21][C:16]=2[N:15]2[C:26]([C:29]([F:32])([F:31])[F:30])=[N:27][N:28]=[C:14]2[C@@H:13]([CH2:33][C:34]([O:36]CC)=[O:35])[O:12]1.Cl, predict the reaction product. The product is: [CH3:1][O:2][C:3]1[C:8]([O:9][CH3:10])=[CH:7][CH:6]=[CH:5][C:4]=1[C@@H:11]1[C:17]2[CH:18]=[C:19]([C:22]([F:23])([F:24])[F:25])[CH:20]=[CH:21][C:16]=2[N:15]2[C:26]([C:29]([F:32])([F:31])[F:30])=[N:27][N:28]=[C:14]2[C@@H:13]([CH2:33][C:34]([OH:36])=[O:35])[O:12]1. (2) The product is: [CH2:1]([O:8][CH2:9][C:10]1[N:11]([CH2:18][C:23]2[CH:22]=[CH:37][N:36]=[CH:34][CH:35]=2)[C:12]([S:32][C:27]2[CH:26]=[C:25]([Cl:24])[CH:30]=[C:29]([Cl:31])[CH:28]=2)=[C:13]([CH:15]([CH3:16])[CH3:17])[N:14]=1)[C:2]1[CH:3]=[CH:4][CH:5]=[CH:6][CH:7]=1. Given the reactants [CH2:1]([O:8][CH2:9][C:10]1[N:11]([C:18]2[CH:23]=[CH:22]N=CC=2)[CH:12]=[C:13]([CH:15]([CH3:17])[CH3:16])[N:14]=1)[C:2]1[CH:7]=[CH:6][CH:5]=[CH:4][CH:3]=1.[Cl:24][C:25]1[CH:26]=[C:27]([S:32]Cl)[CH:28]=[C:29]([Cl:31])[CH:30]=1.[CH2:34]([N:36](CC)[CH2:37]C)[CH3:35].O, predict the reaction product. (3) Given the reactants C(OC([NH:8][C:9]1[CH:14]=[CH:13][CH:12]=[CH:11][C:10]=1[NH:15][C:16](=[O:36])[C:17]1[CH:22]=[CH:21][C:20]([N:23]2[CH2:28][CH2:27][N:26]([CH2:29][C:30]3[CH:35]=[CH:34][CH:33]=[CH:32][CH:31]=3)[CH2:25][CH2:24]2)=[N:19][CH:18]=1)=O)(C)(C)C.Cl, predict the reaction product. The product is: [NH2:8][C:9]1[CH:14]=[CH:13][CH:12]=[CH:11][C:10]=1[NH:15][C:16](=[O:36])[C:17]1[CH:22]=[CH:21][C:20]([N:23]2[CH2:28][CH2:27][N:26]([CH2:29][C:30]3[CH:35]=[CH:34][CH:33]=[CH:32][CH:31]=3)[CH2:25][CH2:24]2)=[N:19][CH:18]=1.